From a dataset of Peptide-MHC class II binding affinity with 134,281 pairs from IEDB. Regression. Given a peptide amino acid sequence and an MHC pseudo amino acid sequence, predict their binding affinity value. This is MHC class II binding data. (1) The peptide sequence is EKDSPFKLSSSEPHC. The MHC is DRB3_0101 with pseudo-sequence DRB3_0101. The binding affinity (normalized) is 0.426. (2) The peptide sequence is ECGGILQAYDLRDAP. The MHC is HLA-DPA10103-DPB10401 with pseudo-sequence HLA-DPA10103-DPB10401. The binding affinity (normalized) is 0.151.